Dataset: Full USPTO retrosynthesis dataset with 1.9M reactions from patents (1976-2016). Task: Predict the reactants needed to synthesize the given product. The reactants are: C(=[N:14][C:15]1[CH:16]=[C:17]2[N:23]=[CH:22][N:21]([CH3:24])[C:18]2=[N:19][CH:20]=1)(C1C=CC=CC=1)C1C=CC=CC=1. Given the product [CH3:24][N:21]1[C:18]2=[N:19][CH:20]=[C:15]([NH2:14])[CH:16]=[C:17]2[N:23]=[CH:22]1, predict the reactants needed to synthesize it.